This data is from Forward reaction prediction with 1.9M reactions from USPTO patents (1976-2016). The task is: Predict the product of the given reaction. (1) Given the reactants [F:1][C:2]([F:38])([F:37])[C:3]1[CH:4]=[C:5]([CH:30]=[C:31]([C:33]([F:36])([F:35])[F:34])[CH:32]=1)[CH2:6][N:7]([CH2:20][C:21]1[CH:22]=[CH:23][CH:24]=[C:25]2[C:29]=1[NH:28][CH2:27][CH2:26]2)[C:8]1[N:13]=[CH:12][C:11]([N:14]2[CH2:19][CH2:18][O:17][CH2:16][CH2:15]2)=[CH:10][N:9]=1.Cl[C:40]([CH2:42][CH2:43][CH2:44][CH2:45][CH2:46][C:47]([O:49][CH2:50][CH3:51])=[O:48])=[O:41].C(N(CC)CC)C.[Cl-].[NH4+], predict the reaction product. The product is: [F:38][C:2]([F:37])([F:1])[C:3]1[CH:4]=[C:5]([CH:30]=[C:31]([C:33]([F:34])([F:35])[F:36])[CH:32]=1)[CH2:6][N:7]([CH2:20][C:21]1[CH:22]=[CH:23][CH:24]=[C:25]2[C:29]=1[N:28]([C:40](=[O:41])[CH2:42][CH2:43][CH2:44][CH2:45][CH2:46][C:47]([O:49][CH2:50][CH3:51])=[O:48])[CH2:27][CH2:26]2)[C:8]1[N:13]=[CH:12][C:11]([N:14]2[CH2:15][CH2:16][O:17][CH2:18][CH2:19]2)=[CH:10][N:9]=1. (2) Given the reactants [N:1]1[C:5]2[CH:6]=[CH:7][CH:8]=[CH:9][C:4]=2[NH:3][C:2]=1[C:10]([OH:12])=O.CN(C(ON1N=[N:28][C:23]2[CH:24]=[CH:25][CH:26]=[CH:27][C:22]1=2)=[N+](C)C)C.[B-](F)(F)(F)F.[CH:35]1C=CC2N(O)N=NC=2C=1.CC[N:47]([CH:51]([CH3:53])C)[CH:48]([CH3:50])C.CN([CH:57]=[O:58])C, predict the reaction product. The product is: [N:47]1[CH:48]=[CH:50][C:57]([O:58][C:25]2[CH:24]=[C:23]([NH:28][C:10]([C:2]3[NH:1][C:5]4[CH:6]=[CH:7][CH:8]=[C:9]([CH3:35])[C:4]=4[N:3]=3)=[O:12])[CH:22]=[CH:27][CH:26]=2)=[CH:53][CH:51]=1. (3) Given the reactants [CH3:1][O:2][C:3](=[O:24])[CH2:4][C:5]1[CH:10]=[C:9]([Br:11])[C:8]([O:12][C:13]2[CH:18]=[CH:17][C:16]([NH2:19])=[C:15]([N+:20]([O-])=O)[CH:14]=2)=[C:7]([Br:23])[CH:6]=1.S(S([O-])=O)([O-])=O.[Na+].[Na+].Br[C:34]1C=C(CC(OC)=O)C=C(Br)[C:39]=1OC1C=CC(N)=C(N)C=1.Cl.C(CC(=O)C)(=O)C, predict the reaction product. The product is: [Br:23][C:7]1[CH:6]=[C:5]([CH2:4][C:3]([O:2][CH3:1])=[O:24])[CH:10]=[C:9]([Br:11])[C:8]=1[O:12][C:13]1[CH:18]=[CH:17][C:16]2[N:19]=[C:34]([CH3:39])[NH:20][C:15]=2[CH:14]=1. (4) Given the reactants [Br:1][C:2]1[CH:11]=[C:10]([CH2:12][C:13]2[CH:18]=[CH:17][C:16]([CH2:19][CH3:20])=[CH:15][CH:14]=2)[C:9]([Cl:21])=[CH:8][C:3]=1[O:4][CH2:5][CH2:6][OH:7].[H-].[Na+].[CH2:24](Br)[CH:25]=[CH2:26], predict the reaction product. The product is: [CH2:26]([O:7][CH2:6][CH2:5][O:4][C:3]1[CH:8]=[C:9]([Cl:21])[C:10]([CH2:12][C:13]2[CH:14]=[CH:15][C:16]([CH2:19][CH3:20])=[CH:17][CH:18]=2)=[CH:11][C:2]=1[Br:1])[CH:25]=[CH2:24]. (5) Given the reactants CCN(CC)CC.[CH3:8][C:9]1[C:14]([O:15][C:16]2[CH:21]=[CH:20][N:19]=[C:18]([NH:22][C:23]3[CH:31]=[CH:30][C:26]([C:27]([O-:29])=O)=[CH:25][CH:24]=3)[CH:17]=2)=[CH:13][CH:12]=[C:11]([CH3:32])[N:10]=1.[Li+].[F:34][C:35]1([F:44])[CH2:40][CH2:39][N:38]([CH2:41][CH2:42][NH2:43])[CH2:37][CH2:36]1.CN(C(ON1N=NC2C=CC=CC1=2)=[N+](C)C)C.F[P-](F)(F)(F)(F)F, predict the reaction product. The product is: [F:44][C:35]1([F:34])[CH2:36][CH2:37][N:38]([CH2:41][CH2:42][NH:43][C:27](=[O:29])[C:26]2[CH:25]=[CH:24][C:23]([NH:22][C:18]3[CH:17]=[C:16]([O:15][C:14]4[C:9]([CH3:8])=[N:10][C:11]([CH3:32])=[CH:12][CH:13]=4)[CH:21]=[CH:20][N:19]=3)=[CH:31][CH:30]=2)[CH2:39][CH2:40]1. (6) Given the reactants [H-].[Na+].[N+:3]([C:6]1[CH:14]=[CH:13][CH:12]=[C:11]2[C:7]=1[CH:8]=[CH:9][NH:10]2)([O-:5])=[O:4].C(OC([N:22]1[C:30]2[C:25](=[C:26]([CH2:31]Cl)[CH:27]=[CH:28][N:29]=2)[CH:24]=[CH:23]1)=O)(C)(C)C, predict the reaction product. The product is: [N+:3]([C:6]1[CH:14]=[CH:13][CH:12]=[C:11]2[C:7]=1[CH:8]=[CH:9][N:10]2[CH2:31][C:26]1[CH:27]=[CH:28][N:29]=[C:30]2[NH:22][CH:23]=[CH:24][C:25]=12)([O-:5])=[O:4]. (7) Given the reactants C(N(CC)CC)C.[C:8](OC(=O)C)(=[O:10])[CH3:9].[NH2:15][CH2:16][CH:17]([C:19]1[CH:24]=[CH:23][CH:22]=[C:21]([CH3:25])[N:20]=1)[OH:18], predict the reaction product. The product is: [OH:18][CH:17]([C:19]1[CH:24]=[CH:23][CH:22]=[C:21]([CH3:25])[N:20]=1)[CH2:16][NH:15][C:8](=[O:10])[CH3:9]. (8) Given the reactants [CH3:1][O:2][C:3]1[C:12]([O:13][CH3:14])=[CH:11][C:10]2[N:9]=[CH:8][N:7]=[C:6]([NH:15][C:16]3[CH:21]=[CH:20][CH:19]=[CH:18][CH:17]=3)[C:5]=2[C:4]=1[NH2:22].[OH-].[Na+].[CH:25](O)=O, predict the reaction product. The product is: [CH3:14][O:13][C:12]1[CH:11]=[C:10]2[C:5]3[C:6]([N:15]([C:16]4[CH:17]=[CH:18][CH:19]=[CH:20][CH:21]=4)[CH:25]=[N:22][C:4]=3[C:3]=1[O:2][CH3:1])=[N:7][CH:8]=[N:9]2. (9) Given the reactants [C:1]([O:5][C:6](=[O:25])[NH:7][C:8]1[CH:13]=[C:12]([O:14][CH2:15][C:16]([F:19])([F:18])[F:17])[C:11]([C:20]([F:23])([F:22])[F:21])=[CH:10][C:9]=1[NH2:24])([CH3:4])([CH3:3])[CH3:2].C([O:30][C:31](=O)[CH2:32][C:33]([C:35]1[CH:40]=[CH:39][CH:38]=[C:37]([C:41]2[CH:46]=[CH:45][N:44]=[C:43]([N:47]3[CH2:52][CH2:51][O:50][CH2:49][CH2:48]3)[CH:42]=2)[CH:36]=1)=[O:34])(C)(C)C, predict the reaction product. The product is: [C:1]([O:5][C:6](=[O:25])[NH:7][C:8]1[CH:13]=[C:12]([O:14][CH2:15][C:16]([F:18])([F:17])[F:19])[C:11]([C:20]([F:22])([F:23])[F:21])=[CH:10][C:9]=1[NH:24][C:31](=[O:30])[CH2:32][C:33]([C:35]1[CH:40]=[CH:39][CH:38]=[C:37]([C:41]2[CH:46]=[CH:45][N:44]=[C:43]([N:47]3[CH2:48][CH2:49][O:50][CH2:51][CH2:52]3)[CH:42]=2)[CH:36]=1)=[O:34])([CH3:4])([CH3:2])[CH3:3].